From a dataset of NCI-60 drug combinations with 297,098 pairs across 59 cell lines. Regression. Given two drug SMILES strings and cell line genomic features, predict the synergy score measuring deviation from expected non-interaction effect. (1) Drug 1: CCN(CC)CCNC(=O)C1=C(NC(=C1C)C=C2C3=C(C=CC(=C3)F)NC2=O)C. Synergy scores: CSS=-0.282, Synergy_ZIP=-0.253, Synergy_Bliss=-2.20, Synergy_Loewe=-0.208, Synergy_HSA=-4.12. Cell line: HL-60(TB). Drug 2: CC(C)CN1C=NC2=C1C3=CC=CC=C3N=C2N. (2) Drug 1: CC(C)(C#N)C1=CC(=CC(=C1)CN2C=NC=N2)C(C)(C)C#N. Drug 2: COC1=C2C(=CC3=C1OC=C3)C=CC(=O)O2. Cell line: UACC62. Synergy scores: CSS=-2.42, Synergy_ZIP=1.32, Synergy_Bliss=0.292, Synergy_Loewe=-1.08, Synergy_HSA=-1.64. (3) Drug 1: C1=CC(=CC=C1CCCC(=O)O)N(CCCl)CCCl. Drug 2: CC(C1=C(C=CC(=C1Cl)F)Cl)OC2=C(N=CC(=C2)C3=CN(N=C3)C4CCNCC4)N. Cell line: MDA-MB-231. Synergy scores: CSS=12.1, Synergy_ZIP=-10.1, Synergy_Bliss=-9.58, Synergy_Loewe=-6.96, Synergy_HSA=-6.75. (4) Drug 1: CC1OCC2C(O1)C(C(C(O2)OC3C4COC(=O)C4C(C5=CC6=C(C=C35)OCO6)C7=CC(=C(C(=C7)OC)O)OC)O)O. Drug 2: C1CN1P(=S)(N2CC2)N3CC3. Cell line: HCT116. Synergy scores: CSS=63.4, Synergy_ZIP=-4.15, Synergy_Bliss=-1.86, Synergy_Loewe=-3.73, Synergy_HSA=2.11. (5) Drug 1: CC1=C2C(C(=O)C3(C(CC4C(C3C(C(C2(C)C)(CC1OC(=O)C(C(C5=CC=CC=C5)NC(=O)OC(C)(C)C)O)O)OC(=O)C6=CC=CC=C6)(CO4)OC(=O)C)OC)C)OC. Drug 2: COC1=NC(=NC2=C1N=CN2C3C(C(C(O3)CO)O)O)N. Cell line: K-562. Synergy scores: CSS=52.3, Synergy_ZIP=7.73, Synergy_Bliss=6.19, Synergy_Loewe=-37.1, Synergy_HSA=2.93. (6) Drug 1: C1CCN(CC1)CCOC2=CC=C(C=C2)C(=O)C3=C(SC4=C3C=CC(=C4)O)C5=CC=C(C=C5)O. Drug 2: CC1=C2C(C(=O)C3(C(CC4C(C3C(C(C2(C)C)(CC1OC(=O)C(C(C5=CC=CC=C5)NC(=O)C6=CC=CC=C6)O)O)OC(=O)C7=CC=CC=C7)(CO4)OC(=O)C)O)C)OC(=O)C. Cell line: SF-295. Synergy scores: CSS=16.6, Synergy_ZIP=1.32, Synergy_Bliss=1.66, Synergy_Loewe=-16.9, Synergy_HSA=0.431. (7) Drug 1: CN1CCC(CC1)COC2=C(C=C3C(=C2)N=CN=C3NC4=C(C=C(C=C4)Br)F)OC. Drug 2: CCCCCOC(=O)NC1=NC(=O)N(C=C1F)C2C(C(C(O2)C)O)O. Cell line: ACHN. Synergy scores: CSS=18.0, Synergy_ZIP=-6.80, Synergy_Bliss=3.56, Synergy_Loewe=-16.4, Synergy_HSA=2.57.